Dataset: P-glycoprotein inhibition data for predicting drug efflux from Broccatelli et al.. Task: Regression/Classification. Given a drug SMILES string, predict its absorption, distribution, metabolism, or excretion properties. Task type varies by dataset: regression for continuous measurements (e.g., permeability, clearance, half-life) or binary classification for categorical outcomes (e.g., BBB penetration, CYP inhibition). Dataset: pgp_broccatelli. (1) The drug is COc1cccc(CCc2ccccc2NCc2cccc(OC)c2OC)c1. The result is 1 (inhibitor). (2) The compound is O=C(CCc1ccccc1)c1cc(O)ccc1OC[C@@H](O)CN1CCCCC1. The result is 1 (inhibitor). (3) The compound is c1ccc(C[C@@H]2c3ccccc3O[C@H]2CN2CCCCC2)cc1. The result is 1 (inhibitor). (4) The drug is CC(C)(C)c1ccc([C@H](O)CCCN2CCC(C(O)(c3ccccc3)c3ccccc3)CC2)cc1. The result is 1 (inhibitor). (5) The molecule is Cc1cccc(C)c1NC1=NCCCS1. The result is 0 (non-inhibitor). (6) The compound is O=C(CCc1ccccc1)c1ccc(OC[C@@H](O)CNCCC(c2ccccc2)c2ccccc2)cc1. The result is 1 (inhibitor). (7) The molecule is C[C@@]12CCC(=O)C=C1CCC1[C@H]2CC[C@@]2(C)[C@H](O)CC[C@H]12. The result is 1 (inhibitor).